This data is from Reaction yield outcomes from USPTO patents with 853,638 reactions. The task is: Predict the reaction yield, written as a fraction of the theoretical maximum amount of product (1.0 means a 100% yield; for example, 0.34 means a 34% yield). (1) The catalyst is CO.[Ni]. The product is [CH:1]1([C:4]2[NH:5][C:6]3[C:11]([CH:12]=2)=[CH:10][C:9]([NH2:13])=[CH:8][CH:7]=3)[CH2:3][CH2:2]1. The yield is 0.560. The reactants are [CH:1]1([C:4]2[NH:5][C:6]3[C:11]([CH:12]=2)=[CH:10][C:9]([N+:13]([O-])=O)=[CH:8][CH:7]=3)[CH2:3][CH2:2]1. (2) The reactants are [O:1]=[C:2]1[C:11]2([CH2:16][CH2:15][N:14](C(OC(C)(C)C)=O)[CH2:13][CH2:12]2)[CH2:10][C:9]2[C:4](=[N:5][CH:6]=[C:7](/[CH:24]=[CH:25]/[C:26](=[O:39])[N:27]3[CH2:32][CH2:31][C:30]([CH2:33][C:34]4[S:35][CH:36]=[CH:37][N:38]=4)=[CH:29][CH2:28]3)[CH:8]=2)[NH:3]1.[F:40][C:41]([F:46])([F:45])[C:42]([OH:44])=[O:43]. The catalyst is C(Cl)Cl. The product is [F:40][C:41]([F:46])([F:45])[C:42]([OH:44])=[O:43].[O:39]=[C:26]([N:27]1[CH2:32][CH2:31][C:30]([CH2:33][C:34]2[S:35][CH:36]=[CH:37][N:38]=2)=[CH:29][CH2:28]1)/[CH:25]=[CH:24]/[C:7]1[CH:8]=[C:9]2[C:4](=[N:5][CH:6]=1)[NH:3][C:2](=[O:1])[C:11]1([CH2:16][CH2:15][NH:14][CH2:13][CH2:12]1)[CH2:10]2. The yield is 0.820. (3) The reactants are [NH2:1][C:2]1[C:3]2[C:10]([C:11]3[CH:16]=[CH:15][C:14]([O:17][CH2:18][C:19]4[N:23]([CH2:24][O:25][C:26](=[O:31])[C:27]([CH3:30])([CH3:29])[CH3:28])[N:22]=[N:21][CH:20]=4)=[CH:13][CH:12]=3)=[C:9]([CH3:32])[N:8]([C@@H:33]3[CH2:37][CH2:36][N:35](C(OC(C)(C)C)=O)[CH2:34]3)[C:4]=2[N:5]=[CH:6][N:7]=1.C(O)(C(F)(F)F)=O. No catalyst specified. The product is [C:26]([O:25][CH2:24][N:23]1[C:19]([CH2:18][O:17][C:14]2[CH:15]=[CH:16][C:11]([C:10]3[C:3]4[C:2]([NH2:1])=[N:7][CH:6]=[N:5][C:4]=4[N:8]([C@@H:33]4[CH2:37][CH2:36][NH:35][CH2:34]4)[C:9]=3[CH3:32])=[CH:12][CH:13]=2)=[CH:20][N:21]=[N:22]1)(=[O:31])[C:27]([CH3:30])([CH3:29])[CH3:28]. The yield is 1.00. (4) The reactants are C1CCN2C(=NCCC2)CC1.C(O[CH2:16][CH:17]([C:27]1[CH:32]=[CH:31][C:30]([Cl:33])=[CH:29][C:28]=1[Cl:34])[S:18]([C:21]1[CH:26]=[CH:25][CH:24]=[CH:23][CH:22]=1)(=[O:20])=[O:19])(=O)C. The yield is 0.970. The product is [Cl:34][C:28]1[CH:29]=[C:30]([Cl:33])[CH:31]=[CH:32][C:27]=1[C:17]([S:18]([C:21]1[CH:26]=[CH:25][CH:24]=[CH:23][CH:22]=1)(=[O:20])=[O:19])=[CH2:16]. The catalyst is C1COCC1. (5) The reactants are [C:1]([Br:5])(Br)(Br)Br.C1(P(C2C=CC=CC=2)C2C=CC=CC=2)C=CC=CC=1.[CH3:25][O:26][C:27]1[CH:28]=[C:29](CO)[CH:30]=[CH:31][C:32]=1[N+:33]([O-:35])=[O:34]. The catalyst is C1COCC1. The product is [Br:5][CH2:1][C:29]1[CH:30]=[CH:31][C:32]([N+:33]([O-:35])=[O:34])=[C:27]([O:26][CH3:25])[CH:28]=1. The yield is 0.820. (6) The reactants are [Cl:1][C:2]1[CH:7]=[CH:6][C:5]([C:8]2[CH:13]=[C:12]([C:14]([F:17])([F:16])[F:15])[N:11]3[N:18]=[CH:19][C:20](I)=[C:10]3[N:9]=2)=[CH:4][C:3]=1[CH3:22].[CH3:23][Si:24]([C:27]#[CH:28])([CH3:26])[CH3:25].C(N(CC)CC)C. The catalyst is CN(C)C=O. The product is [Cl:1][C:2]1[CH:7]=[CH:6][C:5]([C:8]2[CH:13]=[C:12]([C:14]([F:17])([F:16])[F:15])[N:11]3[N:18]=[CH:19][C:20]([C:28]#[C:27][Si:24]([CH3:26])([CH3:25])[CH3:23])=[C:10]3[N:9]=2)=[CH:4][C:3]=1[CH3:22]. The yield is 1.06.